From a dataset of Full USPTO retrosynthesis dataset with 1.9M reactions from patents (1976-2016). Predict the reactants needed to synthesize the given product. (1) Given the product [CH:30]1[C:39]2[C:34](=[CH:35][CH:36]=[CH:37][CH:38]=2)[CH:33]=[CH:32][C:31]=1[C:14]1[C:15]([C:25]([CH3:27])([CH3:26])[CH3:28])=[CH:16][C:17]2[C:18]3[C:10](=[CH:9][C:8]([C:4]4[CH:3]=[CH:17][C:18]5[C:10](=[CH:9][CH:8]=[CH:20][CH:19]=5)[CH:11]=4)=[C:20]([C:21]([CH3:24])([CH3:23])[CH3:22])[CH:19]=3)[CH2:11][C:12]=2[CH:13]=1, predict the reactants needed to synthesize it. The reactants are: CO[CH2:3][CH2:4]OC.Br[C:8]1[C:20]([C:21]([CH3:24])([CH3:23])[CH3:22])=[CH:19][C:18]2[C:17]3[C:12](=[CH:13][C:14](Br)=[C:15]([C:25]([CH3:28])([CH3:27])[CH3:26])[CH:16]=3)[CH2:11][C:10]=2[CH:9]=1.[CH:30]1[C:39]2[C:34](=[CH:35][CH:36]=[CH:37][CH:38]=2)[CH:33]=[CH:32][C:31]=1OB(O)O.C(=O)([O-])[O-].[Na+].[Na+]. (2) Given the product [O:1]=[C:2]1[N:6]([CH:7]([CH3:18])[C:8]([OH:10])=[O:9])[CH2:5][CH2:4][O:3]1, predict the reactants needed to synthesize it. The reactants are: [O:1]=[C:2]1[N:6]([CH:7]([CH3:18])[C:8]([O:10]CC2C=CC=CC=2)=[O:9])[CH2:5][CH2:4][O:3]1.[H][H].